This data is from Catalyst prediction with 721,799 reactions and 888 catalyst types from USPTO. The task is: Predict which catalyst facilitates the given reaction. (1) Reactant: C(N1C=CN=C1)(N1C=CN=C1)=O.[C:13]([O:17][C:18]([NH:20][C:21]([CH3:26])([CH3:25])[C:22]([OH:24])=O)=[O:19])([CH3:16])([CH3:15])[CH3:14].C(N(CC)C(C)C)(C)C.[Br:36][C:37]1[C:38]([NH2:44])=[N:39][CH:40]=[C:41]([Br:43])[N:42]=1. Product: [Br:36][C:37]1[C:38]([NH:44][C:22](=[O:24])[C:21]([NH:20][C:18](=[O:19])[O:17][C:13]([CH3:14])([CH3:15])[CH3:16])([CH3:26])[CH3:25])=[N:39][CH:40]=[C:41]([Br:43])[N:42]=1. The catalyst class is: 204. (2) Reactant: Cl[C:2]1[N:7]=[C:6]([C:8]2[C:16]3[C:11](=[CH:12][CH:13]=[CH:14][CH:15]=3)[N:10]([S:17]([C:20]3[CH:25]=[CH:24][CH:23]=[CH:22][CH:21]=3)(=[O:19])=[O:18])[CH:9]=2)[C:5]([Cl:26])=[CH:4][N:3]=1.[NH2:27][C:28]1[CH:29]=[C:30]([NH:34][C:35]([C:37]2[CH:42]=[CH:41][C:40]([NH:43]C(=O)OC(C)(C)C)=[CH:39][CH:38]=2)=[O:36])[CH:31]=[CH:32][CH:33]=1. Product: [NH2:43][C:40]1[CH:41]=[CH:42][C:37]([C:35]([NH:34][C:30]2[CH:31]=[CH:32][CH:33]=[C:28]([NH:27][C:2]3[N:7]=[C:6]([C:8]4[C:16]5[C:11](=[CH:12][CH:13]=[CH:14][CH:15]=5)[N:10]([S:17]([C:20]5[CH:25]=[CH:24][CH:23]=[CH:22][CH:21]=5)(=[O:19])=[O:18])[CH:9]=4)[C:5]([Cl:26])=[CH:4][N:3]=3)[CH:29]=2)=[O:36])=[CH:38][CH:39]=1. The catalyst class is: 296. (3) The catalyst class is: 21. Product: [CH3:22][O:1][C:2]1[CH:3]=[C:4]2[C:9](=[C:10]([CH3:12])[CH:11]=1)[O:8][CH:7]([C:13]([F:16])([F:14])[F:15])[C:6]([C:17]([O:19][CH2:20][CH3:21])=[O:18])=[CH:5]2. Reactant: [OH:1][C:2]1[CH:3]=[C:4]2[C:9](=[C:10]([CH3:12])[CH:11]=1)[O:8][CH:7]([C:13]([F:16])([F:15])[F:14])[C:6]([C:17]([O:19][CH2:20][CH3:21])=[O:18])=[CH:5]2.[C:22]([O-])([O-])=O.[K+].[K+].IC. (4) Reactant: [CH3:1][O:2][C:3]1[CH:4]=[C:5]2[C:10](=[CH:11][C:12]=1[O:13][CH3:14])[N:9]=[CH:8][CH:7]=[C:6]2[O:15][C:16]1[CH:22]=[CH:21][C:19]([NH2:20])=[C:18]([C:23]([F:26])([F:25])[F:24])[CH:17]=1.C(N(CC)CC)C.ClC(Cl)(O[C:38](=[O:44])OC(Cl)(Cl)Cl)Cl.[F:46][C:47]1[CH:52]=[CH:51][C:50]([CH:53]([NH2:55])[CH3:54])=[CH:49][CH:48]=1. Product: [CH3:1][O:2][C:3]1[CH:4]=[C:5]2[C:10](=[CH:11][C:12]=1[O:13][CH3:14])[N:9]=[CH:8][CH:7]=[C:6]2[O:15][C:16]1[CH:22]=[CH:21][C:19]([NH:20][C:38]([NH:55][CH:53]([C:50]2[CH:51]=[CH:52][C:47]([F:46])=[CH:48][CH:49]=2)[CH3:54])=[O:44])=[C:18]([C:23]([F:25])([F:26])[F:24])[CH:17]=1. The catalyst class is: 22.